From a dataset of Reaction yield outcomes from USPTO patents with 853,638 reactions. Predict the reaction yield, written as a fraction of the theoretical maximum amount of product (1.0 means a 100% yield; for example, 0.34 means a 34% yield). The reactants are [CH3:1][N:2]1[CH2:7][CH2:6][N:5]([C:8]2[C:16]3[C:11](=[CH:12][C:13]([C:17]([O-:19])=O)=[CH:14][CH:15]=3)[NH:10][N:9]=2)[CH2:4][CH2:3]1.[Li+].C(Cl)CCl.C1C=CC2N(O)N=NC=2C=1.CCN(CC)CC.[CH2:42]([O:49][C:50]1[CH:56]=[CH:55][C:53]([NH2:54])=[CH:52][CH:51]=1)[C:43]1[CH:48]=[CH:47][CH:46]=[CH:45][CH:44]=1.Cl. The catalyst is CN(C=O)C.C(OCC)(=O)C. The product is [CH2:42]([O:49][C:50]1[CH:51]=[CH:52][C:53]([NH:54][C:17]([C:13]2[CH:12]=[C:11]3[C:16]([C:8]([N:5]4[CH2:4][CH2:3][N:2]([CH3:1])[CH2:7][CH2:6]4)=[N:9][NH:10]3)=[CH:15][CH:14]=2)=[O:19])=[CH:55][CH:56]=1)[C:43]1[CH:44]=[CH:45][CH:46]=[CH:47][CH:48]=1. The yield is 0.270.